This data is from Peptide-MHC class II binding affinity with 134,281 pairs from IEDB. The task is: Regression. Given a peptide amino acid sequence and an MHC pseudo amino acid sequence, predict their binding affinity value. This is MHC class II binding data. The peptide sequence is YDKHLANVSTVLTGK. The MHC is DRB1_1001 with pseudo-sequence DRB1_1001. The binding affinity (normalized) is 0.473.